This data is from Full USPTO retrosynthesis dataset with 1.9M reactions from patents (1976-2016). The task is: Predict the reactants needed to synthesize the given product. (1) Given the product [OH:8][CH2:9][C@@H:10]([N:14]1[C:23]2[C:18](=[CH:19][C:20]([NH:26][CH2:27][C:28]3[CH:29]=[CH:30][C:31]([CH3:34])=[CH:32][CH:33]=3)=[C:21]([O:24][CH3:25])[N:22]=2)[C:17](=[O:35])[C:16]([C:36]([OH:38])=[O:37])=[CH:15]1)[CH:11]([CH3:13])[CH3:12], predict the reactants needed to synthesize it. The reactants are: [Si]([O:8][CH2:9][C@@H:10]([N:14]1[C:23]2[C:18](=[CH:19][C:20]([NH:26][CH2:27][C:28]3[CH:33]=[CH:32][C:31]([CH3:34])=[CH:30][CH:29]=3)=[C:21]([O:24][CH3:25])[N:22]=2)[C:17](=[O:35])[C:16]([C:36]([O:38]CC)=[O:37])=[CH:15]1)[CH:11]([CH3:13])[CH3:12])(C(C)(C)C)(C)C.O(C)[Na].O. (2) Given the product [C:1]1([S:7]([N:10]2[CH2:18][C@H:17]([NH2:19])[CH2:16][C@H:11]2[C:12]([O:14][CH3:15])=[O:13])(=[O:8])=[O:9])[CH:2]=[CH:3][CH:4]=[CH:5][CH:6]=1, predict the reactants needed to synthesize it. The reactants are: [C:1]1([S:7]([N:10]2[CH2:18][C@H:17]([N:19]=[N+]=[N-])[CH2:16][C@H:11]2[C:12]([O:14][CH3:15])=[O:13])(=[O:9])=[O:8])[CH:6]=[CH:5][CH:4]=[CH:3][CH:2]=1.